Dataset: Forward reaction prediction with 1.9M reactions from USPTO patents (1976-2016). Task: Predict the product of the given reaction. (1) Given the reactants [CH2:1]([OH:7])[CH2:2][CH2:3][CH2:4][C:5]#[CH:6].[CH2:8]([N:15]=[N+:16]=[N-:17])[C:9]1[CH:14]=[CH:13][CH:12]=[CH:11][CH:10]=1.O=C1O[C@H]([C@H](CO)O)C([O-])=C1O.[Na+], predict the reaction product. The product is: [CH2:8]([N:15]1[CH:6]=[C:5]([CH2:4][CH2:3][CH2:2][CH2:1][OH:7])[N:17]=[N:16]1)[C:9]1[CH:14]=[CH:13][CH:12]=[CH:11][CH:10]=1. (2) Given the reactants N([O-])=O.[Na+].[F:5][C:6]1[CH:7]=[N:8][CH:9]=[CH:10][C:11]=1[C:12]1[N:13]=[CH:14][C:15](N)=[N:16][C:17]=1[C:18]1[CH:19]=[N:20][CH:21]=[CH:22][CH:23]=1.S(=O)(=O)(O)[OH:26].[OH-].[Na+], predict the reaction product. The product is: [F:5][C:6]1[CH:7]=[N:8][CH:9]=[CH:10][C:11]=1[C:12]1[N:13]=[CH:14][C:15](=[O:26])[NH:16][C:17]=1[C:18]1[CH:19]=[N:20][CH:21]=[CH:22][CH:23]=1.